This data is from Peptide-MHC class II binding affinity with 134,281 pairs from IEDB. The task is: Regression. Given a peptide amino acid sequence and an MHC pseudo amino acid sequence, predict their binding affinity value. This is MHC class II binding data. (1) The peptide sequence is PDTTCSEIEEFRDRA. The MHC is HLA-DQA10102-DQB10502 with pseudo-sequence HLA-DQA10102-DQB10502. The binding affinity (normalized) is 0.557. (2) The peptide sequence is LAQEAGNFERISGDL. The MHC is HLA-DQA10501-DQB10301 with pseudo-sequence HLA-DQA10501-DQB10301. The binding affinity (normalized) is 0.0707. (3) The peptide sequence is DYYGLVTEQFIMLCL. The MHC is DRB1_0101 with pseudo-sequence DRB1_0101. The binding affinity (normalized) is 0.619. (4) The peptide sequence is TGKKITAHLKRLWKM. The MHC is DRB1_1101 with pseudo-sequence DRB1_1101. The binding affinity (normalized) is 0.936. (5) The peptide sequence is EVVDYLGIPASARPV. The MHC is DRB5_0101 with pseudo-sequence DRB5_0101. The binding affinity (normalized) is 0.966. (6) The peptide sequence is ATAANAAPANDKFTV. The MHC is HLA-DQA10102-DQB10602 with pseudo-sequence HLA-DQA10102-DQB10602. The binding affinity (normalized) is 0.634.